From a dataset of Forward reaction prediction with 1.9M reactions from USPTO patents (1976-2016). Predict the product of the given reaction. Given the reactants [Cl:1][C:2]1[CH:3]=[C:4]([CH:12]=[CH:13][C:14]=1F)[C:5]([NH:7][CH2:8][CH:9]([CH3:11])[CH3:10])=[O:6].[Cl:16][C:17]1[CH:22]=[CH:21][C:20]([CH2:23][C:24]([OH:26])=[O:25])=[CH:19][C:18]=1[OH:27], predict the reaction product. The product is: [Cl:16][C:17]1[CH:22]=[CH:21][C:20]([CH2:23][C:24]([OH:26])=[O:25])=[CH:19][C:18]=1[O:27][C:14]1[CH:13]=[CH:12][C:4]([C:5]([NH:7][CH2:8][CH:9]([CH3:11])[CH3:10])=[O:6])=[CH:3][C:2]=1[Cl:1].